Dataset: Reaction yield outcomes from USPTO patents with 853,638 reactions. Task: Predict the reaction yield, written as a fraction of the theoretical maximum amount of product (1.0 means a 100% yield; for example, 0.34 means a 34% yield). (1) The reactants are [F:1][C:2]1[CH:7]=[CH:6][C:5]([OH:8])=[CH:4][C:3]=1[CH3:9].C(=O)([O-])[O-].[Cs+].[Cs+].Br[C:17]1[CH:18]=[C:19]([N:23]([CH2:31][C:32]2[CH:37]=[CH:36][CH:35]=[C:34]([O:38][C:39]([F:42])([F:41])[F:40])[CH:33]=2)[CH2:24][C@@H:25]([OH:30])[C:26]([F:29])([F:28])[F:27])[CH:20]=[CH:21][CH:22]=1.C1(C(O)=O)C2C(=CC=CC=2)C=CC=1. The catalyst is CN(C)C(=O)C.C1(C)C=CC=CC=1. The product is [F:1][C:2]1[CH:7]=[CH:6][C:5]([O:8][C:21]2[CH:20]=[C:19]([N:23]([CH2:31][C:32]3[CH:37]=[CH:36][CH:35]=[C:34]([O:38][C:39]([F:40])([F:41])[F:42])[CH:33]=3)[CH2:24][C@@H:25]([OH:30])[C:26]([F:27])([F:28])[F:29])[CH:18]=[CH:17][CH:22]=2)=[CH:4][C:3]=1[CH3:9]. The yield is 0.230. (2) The reactants are [C:1]1([CH:7]2[CH2:11][NH:10][N:9]=[C:8]2[C:12]2[CH:13]=[N:14][CH:15]=[CH:16][CH:17]=2)[CH:6]=[CH:5][CH:4]=[CH:3][CH:2]=1.[CH3:18][S:19][C:20](=[N:23][S:24]([C:27]1[CH:32]=[CH:31][C:30]([Cl:33])=[CH:29][CH:28]=1)(=[O:26])=[O:25])SC.C(N(CC)CC)C. The catalyst is C(#N)C. The product is [CH3:18][S:19][C:20]([N:10]1[CH2:11][CH:7]([C:1]2[CH:2]=[CH:3][CH:4]=[CH:5][CH:6]=2)[C:8]([C:12]2[CH:13]=[N:14][CH:15]=[CH:16][CH:17]=2)=[N:9]1)=[N:23][S:24]([C:27]1[CH:32]=[CH:31][C:30]([Cl:33])=[CH:29][CH:28]=1)(=[O:25])=[O:26]. The yield is 0.350. (3) The reactants are [CH3:1][C:2]1[CH:7]=[CH:6][C:5]([S:8]([O:11][CH2:12][CH:13]2[CH2:17][C:16]3[CH:18]=[CH:19][CH:20]=[C:21](Br)[C:15]=3[O:14]2)(=[O:10])=[O:9])=[CH:4][CH:3]=1.[F:23][C:24]1[CH:25]=[C:26](B(O)O)[CH:27]=[CH:28][CH:29]=1.C(=O)([O-])[O-].[K+].[K+].CC1C=CC(S(OCC2CC3C(C4C=CC=CC=4)=CC=CC=3O2)(=O)=O)=CC=1. The catalyst is CC1C=CC=CC=1[P](C1C=CC=CC=1C)([Pd](Cl)(Cl)[P](C1=C(C)C=CC=C1)(C1C=CC=CC=1C)C1C=CC=CC=1C)C1C=CC=CC=1C. The product is [CH3:1][C:2]1[CH:7]=[CH:6][C:5]([S:8]([O:11][CH2:12][CH:13]2[CH2:17][C:16]3[CH:18]=[CH:19][CH:20]=[C:21]([C:28]4[CH:27]=[CH:26][CH:25]=[C:24]([F:23])[CH:29]=4)[C:15]=3[O:14]2)(=[O:10])=[O:9])=[CH:4][CH:3]=1. The yield is 0.750. (4) The reactants are BrC1C=CC(N=C=S)=CC=1.NC1C=C(C)C=CC=1O.[Br:20][C:21]1[CH:26]=[CH:25][C:24]([NH:27][C:28]([NH:30][C:31]2[CH:36]=[C:35]([CH3:37])[CH:34]=[CH:33][C:32]=2[OH:38])=S)=[CH:23][CH:22]=1.Cl.CN(C)CCCN=C=NCC. The catalyst is C(O)C.CCOCC. The product is [Br:20][C:21]1[CH:26]=[CH:25][C:24]([NH:27][C:28]2[O:38][C:32]3[CH:33]=[CH:34][C:35]([CH3:37])=[CH:36][C:31]=3[N:30]=2)=[CH:23][CH:22]=1. The yield is 0.600. (5) The catalyst is O. The product is [CH2:32]([N:29]([CH2:30][CH3:31])[C:27]([C:26]1[CH:25]=[CH:24][C:23]([CH2:22][N:5]2[C:6]3[CH2:11][CH2:10][N:9]([C:12]([O:14][C:15]([CH3:16])([CH3:17])[CH3:18])=[O:13])[CH2:8][C:7]=3[C:3]([C:2]([F:1])([F:19])[F:20])=[N:4]2)=[CH:35][CH:34]=1)=[O:28])[CH3:33]. The yield is 0.220. The reactants are [F:1][C:2]([F:20])([F:19])[C:3]1[C:7]2[CH2:8][N:9]([C:12]([O:14][C:15]([CH3:18])([CH3:17])[CH3:16])=[O:13])[CH2:10][CH2:11][C:6]=2[NH:5][N:4]=1.Br[CH2:22][C:23]1[CH:35]=[CH:34][C:26]([C:27]([N:29]([CH2:32][CH3:33])[CH2:30][CH3:31])=[O:28])=[CH:25][CH:24]=1.C(=O)([O-])[O-].[K+].[K+].CN(C=O)C. (6) The reactants are [Cl:1][C:2]1[CH:23]=[CH:22][CH:21]=[CH:20][C:3]=1[O:4][C:5]1[CH2:9][N:8]([CH:10]([CH2:14][C:15]([F:18])([F:17])[F:16])[C:11](O)=[O:12])[C:7](=[O:19])[CH:6]=1.[CH3:24][C:25]1([CH3:37])[O:29][C@H:28]([CH2:30][N:31]2[CH:35]=[CH:34][C:33]([NH2:36])=[N:32]2)[CH2:27][O:26]1.C(N(CC)C(C)C)(C)C.F[P-](F)(F)(F)(F)F.N1(O[P+](N(C)C)(N(C)C)N(C)C)C2C=CC=CC=2N=N1. The product is [Cl:1][C:2]1[CH:23]=[CH:22][CH:21]=[CH:20][C:3]=1[O:4][C:5]1[CH2:9][N:8]([CH:10]([CH2:14][C:15]([F:17])([F:18])[F:16])[C:11]([NH:36][C:33]2[CH:34]=[CH:35][N:31]([CH2:30][C@@H:28]3[CH2:27][O:26][C:25]([CH3:37])([CH3:24])[O:29]3)[N:32]=2)=[O:12])[C:7](=[O:19])[CH:6]=1. The yield is 0.770. The catalyst is CN(C)C=O.C(OCC)(=O)C. (7) The reactants are C([O:5][C:6]([C:8]1[S:9][C:10]([C:24]2[S:28][C:27]3[CH:29]=[CH:30][CH:31]=[CH:32][C:26]=3[CH:25]=2)=[CH:11][C:12]=1[NH:13][S:14]([C:17]1[C:18]([CH3:23])=[CH:19][CH:20]=[CH:21][CH:22]=1)(=[O:16])=[O:15])=[O:7])(C)(C)C.C(O)(C(F)(F)F)=O. No catalyst specified. The product is [S:28]1[C:24]([C:10]2[S:9][C:8]([C:6]([OH:7])=[O:5])=[C:12]([NH:13][S:14]([C:17]3[C:18]([CH3:23])=[CH:19][CH:20]=[CH:21][CH:22]=3)(=[O:16])=[O:15])[CH:11]=2)=[CH:25][C:26]2[CH:32]=[CH:31][CH:30]=[CH:29][C:27]1=2. The yield is 0.990.